From a dataset of NCI-60 drug combinations with 297,098 pairs across 59 cell lines. Regression. Given two drug SMILES strings and cell line genomic features, predict the synergy score measuring deviation from expected non-interaction effect. (1) Drug 1: C1C(C(OC1N2C=NC3=C(N=C(N=C32)Cl)N)CO)O. Drug 2: CCN(CC)CCCC(C)NC1=C2C=C(C=CC2=NC3=C1C=CC(=C3)Cl)OC. Cell line: LOX IMVI. Synergy scores: CSS=9.69, Synergy_ZIP=-1.59, Synergy_Bliss=2.34, Synergy_Loewe=-8.91, Synergy_HSA=0.218. (2) Drug 1: CC1=C(C(=CC=C1)Cl)NC(=O)C2=CN=C(S2)NC3=CC(=NC(=N3)C)N4CCN(CC4)CCO. Drug 2: COCCOC1=C(C=C2C(=C1)C(=NC=N2)NC3=CC=CC(=C3)C#C)OCCOC.Cl. Cell line: SF-295. Synergy scores: CSS=-2.08, Synergy_ZIP=0.122, Synergy_Bliss=0.848, Synergy_Loewe=-4.34, Synergy_HSA=-2.09. (3) Drug 1: C(=O)(N)NO. Drug 2: CC1=C(N=C(N=C1N)C(CC(=O)N)NCC(C(=O)N)N)C(=O)NC(C(C2=CN=CN2)OC3C(C(C(C(O3)CO)O)O)OC4C(C(C(C(O4)CO)O)OC(=O)N)O)C(=O)NC(C)C(C(C)C(=O)NC(C(C)O)C(=O)NCCC5=NC(=CS5)C6=NC(=CS6)C(=O)NCCC[S+](C)C)O. Cell line: KM12. Synergy scores: CSS=11.0, Synergy_ZIP=-4.60, Synergy_Bliss=-0.658, Synergy_Loewe=-9.07, Synergy_HSA=-1.85. (4) Drug 1: CC1C(C(=O)NC(C(=O)N2CCCC2C(=O)N(CC(=O)N(C(C(=O)O1)C(C)C)C)C)C(C)C)NC(=O)C3=C4C(=C(C=C3)C)OC5=C(C(=O)C(=C(C5=N4)C(=O)NC6C(OC(=O)C(N(C(=O)CN(C(=O)C7CCCN7C(=O)C(NC6=O)C(C)C)C)C)C(C)C)C)N)C. Drug 2: C1CC(=O)NC(=O)C1N2C(=O)C3=CC=CC=C3C2=O. Cell line: MOLT-4. Synergy scores: CSS=8.57, Synergy_ZIP=1.98, Synergy_Bliss=0.572, Synergy_Loewe=-64.7, Synergy_HSA=-1.52. (5) Drug 1: CS(=O)(=O)CCNCC1=CC=C(O1)C2=CC3=C(C=C2)N=CN=C3NC4=CC(=C(C=C4)OCC5=CC(=CC=C5)F)Cl. Drug 2: CCC1(CC2CC(C3=C(CCN(C2)C1)C4=CC=CC=C4N3)(C5=C(C=C6C(=C5)C78CCN9C7C(C=CC9)(C(C(C8N6C)(C(=O)OC)O)OC(=O)C)CC)OC)C(=O)OC)O.OS(=O)(=O)O. Cell line: OVCAR-4. Synergy scores: CSS=0.522, Synergy_ZIP=1.07, Synergy_Bliss=3.95, Synergy_Loewe=1.42, Synergy_HSA=0.518. (6) Drug 1: CC(C)(C1=NC(=CC=C1)N2C3=NC(=NC=C3C(=O)N2CC=C)NC4=CC=C(C=C4)N5CCN(CC5)C)O. Drug 2: CC1CC(C(C(C=C(C(C(C=CC=C(C(=O)NC2=CC(=O)C(=C(C1)C2=O)OC)C)OC)OC(=O)N)C)C)O)OC. Cell line: SW-620. Synergy scores: CSS=82.6, Synergy_ZIP=3.54, Synergy_Bliss=1.74, Synergy_Loewe=-0.179, Synergy_HSA=5.59.